This data is from Full USPTO retrosynthesis dataset with 1.9M reactions from patents (1976-2016). The task is: Predict the reactants needed to synthesize the given product. (1) Given the product [CH3:1][O:2][C:3]([C:5]1([CH2:11][C:12]2[CH:13]=[CH:14][C:15]([Cl:18])=[CH:16][CH:17]=2)[CH2:9][CH2:8][C:7]([CH2:19][OH:22])([CH2:29][OH:30])[C:6]1=[O:10])=[O:4], predict the reactants needed to synthesize it. The reactants are: [CH3:1][O:2][C:3]([C:5]1([CH2:11][C:12]2[CH:17]=[CH:16][C:15]([Cl:18])=[CH:14][CH:13]=2)[CH2:9][CH2:8][CH2:7][C:6]1=[O:10])=[O:4].[C:19](=[O:22])([O-])[O-].[K+].[K+].C=O.C1C[O:30][CH2:29]C1. (2) Given the product [S:28]1[C:32]2[CH:33]=[C:34]([NH:37][C:2]3[C:7]([C:8]([N:10]4[CH2:15][CH2:14][CH:13]([C:16]5[CH:21]=[CH:20][C:19]([F:22])=[CH:18][CH:17]=5)[CH2:12][CH2:11]4)=[O:9])=[CH:6][N:5]([CH3:23])[C:4](=[O:24])[C:3]=3[N+:25]([O-:27])=[O:26])[CH:35]=[CH:36][C:31]=2[N:30]=[CH:29]1, predict the reactants needed to synthesize it. The reactants are: Cl[C:2]1[C:7]([C:8]([N:10]2[CH2:15][CH2:14][CH:13]([C:16]3[CH:21]=[CH:20][C:19]([F:22])=[CH:18][CH:17]=3)[CH2:12][CH2:11]2)=[O:9])=[CH:6][N:5]([CH3:23])[C:4](=[O:24])[C:3]=1[N+:25]([O-:27])=[O:26].[S:28]1[C:32]2[CH:33]=[C:34]([NH2:37])[CH:35]=[CH:36][C:31]=2[N:30]=[CH:29]1. (3) The reactants are: [CH3:1][N:2]1[CH2:19][CH2:18][C:5]2[N:6]([CH2:14][C:15]([OH:17])=O)[C:7]3[CH:8]=[CH:9][C:10]([CH3:13])=[CH:11][C:12]=3[C:4]=2[CH2:3]1.CCN=C=NCCCN(C)C.[CH2:31]([NH2:38])[C:32]1[CH:37]=[CH:36][CH:35]=[CH:34][CH:33]=1. Given the product [CH2:31]([NH:38][C:15](=[O:17])[CH2:14][N:6]1[C:7]2[CH:8]=[CH:9][C:10]([CH3:13])=[CH:11][C:12]=2[C:4]2[CH2:3][N:2]([CH3:1])[CH2:19][CH2:18][C:5]1=2)[C:32]1[CH:37]=[CH:36][CH:35]=[CH:34][CH:33]=1, predict the reactants needed to synthesize it.